From a dataset of Full USPTO retrosynthesis dataset with 1.9M reactions from patents (1976-2016). Predict the reactants needed to synthesize the given product. The reactants are: [F:1][C:2]1[CH:28]=[C:27]([F:29])[CH:26]=[C:25]([F:30])[C:3]=1[CH2:4][N:5]1[C:13]([C:14]2[CH:15]=[C:16]([NH2:20])[CH:17]=[CH:18][CH:19]=2)=[C:12]2[C:7]([C:8]([C:21]([F:24])([F:23])[F:22])=[CH:9][CH:10]=[CH:11]2)=[N:6]1.[NH:31]1[C:39]2[C:34](=[CH:35][C:36]([CH:40]=O)=[CH:37][CH:38]=2)[CH:33]=[CH:32]1.C([O-])=O.[Na+].C([BH3-])#N.[Na+]. Given the product [NH:31]1[C:39]2[C:34](=[CH:35][C:36]([CH2:40][NH:20][C:16]3[CH:17]=[CH:18][CH:19]=[C:14]([C:13]4[N:5]([CH2:4][C:3]5[C:2]([F:1])=[CH:28][C:27]([F:29])=[CH:26][C:25]=5[F:30])[N:6]=[C:7]5[C:12]=4[CH:11]=[CH:10][CH:9]=[C:8]5[C:21]([F:22])([F:23])[F:24])[CH:15]=3)=[CH:37][CH:38]=2)[CH:33]=[CH:32]1, predict the reactants needed to synthesize it.